This data is from Full USPTO retrosynthesis dataset with 1.9M reactions from patents (1976-2016). The task is: Predict the reactants needed to synthesize the given product. The reactants are: [NH2:1][C:2]1[CH:3]=[C:4]([CH:27]=[CH:28][C:29]=1[C:30]#[N:31])[CH2:5][N:6]1[C:11](=[O:12])[CH2:10][N:9]([CH2:13][C:14]2[NH:15][C:16]3[C:21]([CH:22]=2)=[CH:20][C:19]([Cl:23])=[CH:18][CH:17]=3)[CH2:8][CH:7]1[C:24]([OH:26])=[O:25].[N:32]1C=NC=N[CH:33]=1.CC(O)=O. Given the product [NH2:31][C:30]1[C:29]2[C:2](=[CH:3][C:4]([CH2:5][N:6]3[C:11](=[O:12])[CH2:10][N:9]([CH2:13][C:14]4[NH:15][C:16]5[C:21]([CH:22]=4)=[CH:20][C:19]([Cl:23])=[CH:18][CH:17]=5)[CH2:8][CH:7]3[C:24]([OH:26])=[O:25])=[CH:27][CH:28]=2)[N:1]=[CH:33][N:32]=1, predict the reactants needed to synthesize it.